From a dataset of Forward reaction prediction with 1.9M reactions from USPTO patents (1976-2016). Predict the product of the given reaction. (1) Given the reactants [Mg].Br[C:3]1[CH:4]=[C:5]([O:9][CH3:10])[CH:6]=[CH:7][CH:8]=1.II.[CH3:13][N:14]([CH3:22])[CH2:15][C@H:16]([CH3:21])[C:17](=[O:20])[CH2:18][CH3:19], predict the reaction product. The product is: [CH3:13][N:14]([CH3:22])[CH2:15][C@H:16]([CH3:21])[C@:17]([C:3]1[CH:8]=[CH:7][CH:6]=[C:5]([O:9][CH3:10])[CH:4]=1)([OH:20])[CH2:18][CH3:19]. (2) Given the reactants [Na+].[Cl-].CC(C)=CC[C:7]1[C:12]([OH:13])=[CH:11][C:10]([OH:14])=[CH:9][C:8]=1[C:15]1[O:23][C:22]2[CH:21]=[C:20]([OH:24])[CH:19]=[CH:18][C:17]=2[CH:16]=1, predict the reaction product. The product is: [CH:18]1[C:17]2[CH:16]=[C:15]([C:8]3[CH:9]=[C:10]([OH:14])[CH:11]=[C:12]([OH:13])[CH:7]=3)[O:23][C:22]=2[CH:21]=[C:20]([OH:24])[CH:19]=1. (3) Given the reactants [CH2:1]1[CH:5]([OH:6])[CH2:4][NH:3][CH2:2]1.[C:7]1([NH:13][C:14]([C:16]2[CH:21]=[C:20](Br)[CH:19]=[CH:18][N:17]=2)=[O:15])[CH:12]=[CH:11][CH:10]=[CH:9][CH:8]=1.C(Cl)(Cl)Cl.CO, predict the reaction product. The product is: [C:7]1([NH:13][C:14]([C:16]2[CH:21]=[C:20]([N:3]3[CH2:2][CH2:1][CH:5]([OH:6])[CH2:4]3)[CH:19]=[CH:18][N:17]=2)=[O:15])[CH:8]=[CH:9][CH:10]=[CH:11][CH:12]=1. (4) Given the reactants [NH2:1][C:2]1[C:3]([Br:20])=[CH:4][C:5]2[C:9]([CH:10]=1)=[N:8][N:7]([C:11]1[CH:16]=[CH:15][C:14]([F:17])=[CH:13][CH:12]=1)[C:6]=2[C:18]#N.[OH2:21].Cl.[OH-:23].[Na+], predict the reaction product. The product is: [NH2:1][C:2]1[C:3]([Br:20])=[CH:4][C:5]2[C:9]([CH:10]=1)=[N:8][N:7]([C:11]1[CH:16]=[CH:15][C:14]([F:17])=[CH:13][CH:12]=1)[C:6]=2[C:18]([OH:23])=[O:21]. (5) Given the reactants C([O:3][C:4]([CH:6]1[CH2:11][CH2:10][NH:9][CH2:8][CH2:7]1)=[O:5])C.I[CH2:13][CH3:14].C(=O)([O-])[O-].[K+].[K+], predict the reaction product. The product is: [CH2:13]([N:9]1[CH2:8][CH2:7][CH:6]([C:4]([OH:3])=[O:5])[CH2:11][CH2:10]1)[CH3:14]. (6) Given the reactants [N+:1]([C:4]1[CH:9]=[CH:8][CH:7]=[CH:6][C:5]=1[CH2:10][C:11]([N:13]1[CH2:18][CH2:17][O:16][CH2:15][CH2:14]1)=O)([O-:3])=[O:2].B, predict the reaction product. The product is: [N+:1]([C:4]1[CH:9]=[CH:8][CH:7]=[CH:6][C:5]=1[CH2:10][CH2:11][N:13]1[CH2:14][CH2:15][O:16][CH2:17][CH2:18]1)([O-:3])=[O:2]. (7) Given the reactants C(O[C:6](=[O:24])[NH:7][CH2:8][CH:9]1[CH2:14][CH2:13][CH2:12][N:11]([S:15]([C:18]2[CH:23]=[CH:22][CH:21]=[CH:20][CH:19]=2)(=[O:17])=[O:16])[CH2:10]1)(C)(C)C.[O:25]1C(=O)[CH2:28][CH2:27][C:26]1=O, predict the reaction product. The product is: [C:18]1([S:15]([N:11]2[CH2:12][CH2:13][CH2:14][CH:9]([CH2:8][N:7]3[C:6](=[O:24])[CH2:28][CH2:27][C:26]3=[O:25])[CH2:10]2)(=[O:16])=[O:17])[CH:19]=[CH:20][CH:21]=[CH:22][CH:23]=1.